Dataset: Forward reaction prediction with 1.9M reactions from USPTO patents (1976-2016). Task: Predict the product of the given reaction. Given the reactants [Cl:1][C:2]1[N:3]=[C:4]2[CH:17]=[CH:16][C:15]3=[N:18][N:19]=[C:20]([CH2:21]Cl)[N:14]3[C:5]2=[N:6][C:7]=1[C:8]1[CH:13]=[CH:12][CH:11]=[CH:10][CH:9]=1.[CH3:23][NH:24][CH3:25], predict the reaction product. The product is: [Cl:1][C:2]1[N:3]=[C:4]2[CH:17]=[CH:16][C:15]3=[N:18][N:19]=[C:20]([CH2:21][N:24]([CH3:25])[CH3:23])[N:14]3[C:5]2=[N:6][C:7]=1[C:8]1[CH:13]=[CH:12][CH:11]=[CH:10][CH:9]=1.